This data is from CYP2C19 inhibition data for predicting drug metabolism from PubChem BioAssay. The task is: Regression/Classification. Given a drug SMILES string, predict its absorption, distribution, metabolism, or excretion properties. Task type varies by dataset: regression for continuous measurements (e.g., permeability, clearance, half-life) or binary classification for categorical outcomes (e.g., BBB penetration, CYP inhibition). Dataset: cyp2c19_veith. (1) The result is 1 (inhibitor). The molecule is CC(CCc1ccccc1)NS(=O)(=O)c1ccccc1. (2) The drug is CN=C1S/C(=C\c2ccc(Sc3ccc(Cl)cc3)o2)C(=O)N1C. The result is 0 (non-inhibitor). (3) The molecule is NNC(=O)[C@@H](O)[C@H](O)[C@H](O)CO. The result is 0 (non-inhibitor). (4) The molecule is O=C(O)C(F)(F)C(F)(F)C(F)(F)C(F)(F)C(=O)O. The result is 0 (non-inhibitor). (5) The compound is Cc1ccc(C)c(S(=O)(=O)N2CCC(c3nc4c(nnn4Cc4ccc(F)cc4)c(=O)[nH]3)CC2)c1. The result is 1 (inhibitor). (6) The molecule is Nc1c(S(=O)(=O)O)cc(Nc2cccc(S(N)(=O)=O)c2)c2c1C(=O)c1ccccc1C2=O. The result is 1 (inhibitor).